Dataset: Peptide-MHC class II binding affinity with 134,281 pairs from IEDB. Task: Regression. Given a peptide amino acid sequence and an MHC pseudo amino acid sequence, predict their binding affinity value. This is MHC class II binding data. (1) The peptide sequence is GELQIVDKIDAAFKQ. The MHC is DRB1_1302 with pseudo-sequence DRB1_1302. The binding affinity (normalized) is 0.516. (2) The peptide sequence is TFHVEKGSNPNYLAL. The binding affinity (normalized) is 0.187. The MHC is DRB1_0701 with pseudo-sequence DRB1_0701. (3) The binding affinity (normalized) is 0.207. The MHC is HLA-DQA10201-DQB10202 with pseudo-sequence HLA-DQA10201-DQB10202. The peptide sequence is FKPFAEYKSDYVYEP. (4) The peptide sequence is SNFLRGKLKLYTGEA. The MHC is DRB1_0405 with pseudo-sequence DRB1_0405. The binding affinity (normalized) is 0.179.